This data is from Full USPTO retrosynthesis dataset with 1.9M reactions from patents (1976-2016). The task is: Predict the reactants needed to synthesize the given product. (1) Given the product [Cl:1][C:2]1[CH:3]=[CH:4][C:5]2[N:11]3[CH:12]=[CH:13][CH:14]=[C:10]3[C@H:9]([CH2:15][C:16]([N:18]3[CH2:19][CH:20]=[C:21]([CH2:24][C:25]([OH:27])=[O:26])[CH2:22][CH2:23]3)=[O:17])[O:8][C@@H:7]([C:30]3[CH:35]=[CH:34][CH:33]=[C:32]([O:36][CH3:37])[C:31]=3[O:38][CH3:39])[C:6]=2[CH:40]=1, predict the reactants needed to synthesize it. The reactants are: [Cl:1][C:2]1[CH:3]=[CH:4][C:5]2[N:11]3[CH:12]=[CH:13][CH:14]=[C:10]3[C@H:9]([CH2:15][C:16]([N:18]3[CH2:23][CH:22]=[C:21]([CH2:24][C:25]([O:27]CC)=[O:26])[CH2:20][CH2:19]3)=[O:17])[O:8][C@@H:7]([C:30]3[CH:35]=[CH:34][CH:33]=[C:32]([O:36][CH3:37])[C:31]=3[O:38][CH3:39])[C:6]=2[CH:40]=1.C(=O)([O-])[O-].[K+].[K+].Cl.C(OCC)(=O)C. (2) Given the product [I:1][C:2]1[CH:10]=[CH:9][C:5]([N:6]([CH3:8])[C:7]2[CH:29]=[CH:28][CH:35]=[CH:31][CH:32]=2)=[CH:4][CH:3]=1, predict the reactants needed to synthesize it. The reactants are: [I:1][C:2]1[CH:10]=[CH:9][C:5]([N:6]([CH3:8])[CH3:7])=[CH:4][CH:3]=1.[F-].[K+].C1O[CH2:29][CH2:28]OCCOCCOCCOCCOC1.[CH2:31]1[CH2:35]OC[CH2:32]1. (3) The reactants are: [Br:1][C:2]1[O:10][C:9]2[CH:8]=[CH:7][NH:6][C:5](=[O:11])[C:4]=2[CH:3]=1.[Si:12]([O:19][C:20]1[CH:25]=[CH:24][C:23](B(O)O)=[CH:22][C:21]=1[O:29][CH3:30])([C:15]([CH3:18])([CH3:17])[CH3:16])([CH3:14])[CH3:13].C(N(CC)CC)C.N1C=CC=CC=1. Given the product [Br:1][C:2]1[O:10][C:9]2[CH:8]=[CH:7][N:6]([C:23]3[CH:24]=[CH:25][C:20]([O:19][Si:12]([C:15]([CH3:16])([CH3:17])[CH3:18])([CH3:13])[CH3:14])=[C:21]([O:29][CH3:30])[CH:22]=3)[C:5](=[O:11])[C:4]=2[CH:3]=1, predict the reactants needed to synthesize it. (4) Given the product [NH2:8][C:7]1[N:12]([CH3:11])[N:13]=[C:4]([CH3:5])[C:6]=1[C:9]#[N:10], predict the reactants needed to synthesize it. The reactants are: C(O[C:4](=[C:6]([C:9]#[N:10])[C:7]#[N:8])[CH3:5])C.[CH3:11][NH:12][NH2:13]. (5) Given the product [F:18][C:16]([F:19])([F:17])[CH:15]([C:20]1[CH:25]=[C:24]([Cl:26])[C:23]([Cl:27])=[C:22]([Cl:28])[CH:21]=1)/[CH:14]=[CH:13]/[C:10]1[CH:11]=[CH:12][C:7]([C:6]([NH:5][C@@H:3]([NH:2][C:37](=[O:38])[CH2:36][C:35]([F:41])([F:40])[F:34])[CH3:4])=[O:33])=[C:8]([C:29]([F:32])([F:31])[F:30])[CH:9]=1, predict the reactants needed to synthesize it. The reactants are: Cl.[NH2:2][C@H:3]([NH:5][C:6](=[O:33])[C:7]1[CH:12]=[CH:11][C:10](/[CH:13]=[CH:14]/[CH:15]([C:20]2[CH:25]=[C:24]([Cl:26])[C:23]([Cl:27])=[C:22]([Cl:28])[CH:21]=2)[C:16]([F:19])([F:18])[F:17])=[CH:9][C:8]=1[C:29]([F:32])([F:31])[F:30])[CH3:4].[F:34][C:35]([F:41])([F:40])[CH2:36][C:37](Cl)=[O:38].CN1CCOCC1. (6) Given the product [OH:27][C:22]1[CH:23]=[CH:24][CH:25]=[CH:26][C:21]=1[NH:20][S:12]([C:9]1[C:10]2[C:5](=[CH:4][CH:3]=[C:2]([OH:1])[CH:11]=2)[CH:6]=[C:7]([S:16]([NH:20][C:21]2[CH:26]=[CH:25][CH:24]=[CH:23][C:22]=2[OH:27])(=[O:18])=[O:17])[CH:8]=1)(=[O:14])=[O:13], predict the reactants needed to synthesize it. The reactants are: [OH:1][C:2]1[CH:11]=[C:10]2[C:5]([CH:6]=[C:7]([S:16](Cl)(=[O:18])=[O:17])[CH:8]=[C:9]2[S:12](Cl)(=[O:14])=[O:13])=[CH:4][CH:3]=1.[NH2:20][C:21]1[CH:26]=[CH:25][CH:24]=[CH:23][C:22]=1[OH:27].